Dataset: Full USPTO retrosynthesis dataset with 1.9M reactions from patents (1976-2016). Task: Predict the reactants needed to synthesize the given product. (1) Given the product [CH3:1][O:2][C:3]1[CH:4]=[C:5]2[C:10](=[CH:11][CH:12]=1)[C:9]([O:13][C:14]1[CH:19]=[CH:18][C:17]([O:20][CH2:21][CH2:22][N:23]3[CH2:24][CH2:25][CH2:26][CH2:27][CH2:28]3)=[CH:16][CH:15]=1)=[C:8]([C:39]1[CH:44]=[CH:43][C:42]([CH2:48][OH:51])=[CH:41][CH:40]=1)[CH:7]=[CH:6]2, predict the reactants needed to synthesize it. The reactants are: [CH3:1][O:2][C:3]1[CH:4]=[C:5]2[C:10](=[CH:11][CH:12]=1)[C:9]([O:13][C:14]1[CH:19]=[CH:18][C:17]([O:20][CH2:21][CH2:22][N:23]3[CH2:28][CH2:27][CH2:26][CH2:25][CH2:24]3)=[CH:16][CH:15]=1)=[C:8](OS(C(F)(F)F)(=O)=O)[CH:7]=[CH:6]2.OC[C:39]1[CH:44]=[CH:43][C:42](B(O)O)=[CH:41][CH:40]=1.[C:48]([O-:51])([O-])=O.[K+].[K+].[Li+].[Cl-].ClCCl. (2) Given the product [CH3:62][N:57]1[C:58]2[C:54](=[C:53]([C:5]3[CH:4]=[N:3][N:2]([CH3:1])[CH:6]=3)[CH:61]=[CH:60][CH:59]=2)[C:55]2([C:87]3[C:78](=[CH:79][C:80]4[O:85][CH2:84][CH2:83][O:82][C:81]=4[CH:86]=3)[O:77][CH2:76]2)[C:56]1=[O:75], predict the reactants needed to synthesize it. The reactants are: [CH3:1][N:2]1[CH:6]=[C:5](B2OC(C)(C)C(C)(C)O2)[CH:4]=[N:3]1.N1C2C(=CC=CC=2)C=C(B(O)O)C=1.BrC1C=CC=C2C=1C1(C3=CC4OCOC=4C=C3OC1)C(=O)N2C.Br[C:53]1[CH:61]=[CH:60][CH:59]=[C:58]2[C:54]=1[C:55]1([C:87]3[C:78](=[CH:79][C:80]4[O:85][CH2:84][CH2:83][O:82][C:81]=4[CH:86]=3)[O:77][CH2:76]1)[C:56](=[O:75])[N:57]2[CH:62](C1C=CC=CC=1)C1C=CC=CC=1.